From a dataset of Forward reaction prediction with 1.9M reactions from USPTO patents (1976-2016). Predict the product of the given reaction. The product is: [Cl:17][C:18]1[C:19]([O:55][CH2:54][CH2:53][C:47]2[CH:52]=[CH:51][CH:50]=[CH:49][CH:48]=2)=[CH:20][C:21]([F:33])=[C:22]([CH:32]=1)[C:23]([NH:25][S:26](=[O:31])(=[O:30])[N:27]([CH3:29])[CH3:28])=[O:24]. Given the reactants ClC1C(F)=CC(F)=C(C=1)C(NS(C)(=O)=O)=O.[Cl:17][C:18]1[C:19](F)=[CH:20][C:21]([F:33])=[C:22]([CH:32]=1)[C:23]([NH:25][S:26](=[O:31])(=[O:30])[N:27]([CH3:29])[CH3:28])=[O:24].C12(CO)CC3CC(CC(C3)C1)C2.[C:47]1([CH2:53][CH2:54][OH:55])[CH:52]=[CH:51][CH:50]=[CH:49][CH:48]=1, predict the reaction product.